This data is from Full USPTO retrosynthesis dataset with 1.9M reactions from patents (1976-2016). The task is: Predict the reactants needed to synthesize the given product. Given the product [ClH:29].[F:1][C:2]1[CH:3]=[CH:4][C:5]2[C:9]([CH:10]=1)=[N:8][N:14]1[C:13]([CH:15]3[CH2:20][CH2:19][NH:18][CH2:17][CH2:16]3)=[CH:12][C:11](=[O:28])[NH:7][C:6]=21, predict the reactants needed to synthesize it. The reactants are: [F:1][C:2]1[CH:3]=[CH:4][C:5]2[C:9]([CH:10]=1)=[N:8][N:7]1[C:11](=[O:28])[CH:12]=[C:13]([CH:15]3[CH2:20][CH2:19][N:18](C(OC(C)(C)C)=O)[CH2:17][CH2:16]3)[NH:14][C:6]=21.[ClH:29].